From a dataset of Reaction yield outcomes from USPTO patents with 853,638 reactions. Predict the reaction yield, written as a fraction of the theoretical maximum amount of product (1.0 means a 100% yield; for example, 0.34 means a 34% yield). (1) The reactants are [CH:1]([C:3]1[CH:4]=[CH:5][C:6]2[C:15]3[CH:14]=[C:13]4[CH2:16][CH2:17][CH2:18][C:19](=[O:20])[C:12]4=[CH:11][C:10]=3[O:9][CH2:8][C:7]=2[CH:21]=1)=[CH2:2].C1C(=O)N([Br:29])C(=O)C1.[OH2:30]. The catalyst is C1COCC1.CS(C)=O.CCOC(C)=O.O=[Mn]=O. The product is [Br:29][CH2:2][C:1]([C:3]1[CH:4]=[CH:5][C:6]2[C:15]3[CH:14]=[C:13]4[CH2:16][CH2:17][CH2:18][C:19](=[O:20])[C:12]4=[CH:11][C:10]=3[O:9][CH2:8][C:7]=2[CH:21]=1)=[O:30]. The yield is 0.560. (2) The reactants are [OH:1][CH2:2][CH2:3][CH2:4][N:5]1[CH:9]=[C:8]([C:10]2[CH:11]=[CH:12][C:13]([NH:21][C:22]3[C:27]([C:28]([F:31])([F:30])[F:29])=[CH:26][N:25]=[C:24]([NH:32][C:33]4[CH:47]=[CH:46][C:36]([CH2:37][P:38](=[O:45])([O:42][CH2:43][CH3:44])[O:39][CH2:40][CH3:41])=[CH:35][C:34]=4OC)[N:23]=3)=[C:14]3[C:18]=2[CH2:17][N:16](C)[C:15]3=[O:20])[CH:7]=[N:6]1.ClC1C(C(F)(F)F)=CN=C(NC2C=CC(CP(=O)(OCC)OCC)=CC=2)N=1.NC1C=CC(C2C=NN(CCCO)C=2)=CC=1C(NC)=O. No catalyst specified. The product is [OH:1][CH2:2][CH2:3][CH2:4][N:5]1[CH:9]=[C:8]([C:10]2[CH:11]=[CH:12][C:13]([NH:21][C:22]3[C:27]([C:28]([F:29])([F:31])[F:30])=[CH:26][N:25]=[C:24]([NH:32][C:33]4[CH:47]=[CH:46][C:36]([CH2:37][P:38](=[O:45])([O:42][CH2:43][CH3:44])[O:39][CH2:40][CH3:41])=[CH:35][CH:34]=4)[N:23]=3)=[C:14]([C:15](=[O:20])[NH:16][CH3:17])[CH:18]=2)[CH:7]=[N:6]1. The yield is 0.680. (3) The reactants are [N+:1]([C:4]1[CH:5]=[CH:6][CH:7]=[C:8]2[C:13]=1[N:12]=[CH:11][C:10]([S:14]([C:17]1[CH:22]=[CH:21][CH:20]=[CH:19][CH:18]=1)(=[O:16])=[O:15])=[CH:9]2)([O-])=O.O.C(=O)([O-])[O-].[K+].[K+].C(N(CC(O)=O)CC(O)=O)CN(CC(O)=O)CC(O)=O. The catalyst is O1CCCC1.Cl.[Cl-].[Ti+3].[Cl-].[Cl-]. The product is [NH2:1][C:4]1[CH:5]=[CH:6][CH:7]=[C:8]2[C:13]=1[N:12]=[CH:11][C:10]([S:14]([C:17]1[CH:18]=[CH:19][CH:20]=[CH:21][CH:22]=1)(=[O:16])=[O:15])=[CH:9]2. The yield is 0.720. (4) The reactants are [OH-].[K+].[CH3:3][C:4]([CH3:42])([CH2:9][CH2:10][CH2:11]/[C:12](=[N:19]\[O:20][CH2:21][C:22]1[CH:27]=[CH:26][C:25]([O:28][CH2:29][C:30]2[N:31]=[C:32]([C:36]3[CH:41]=[CH:40][CH:39]=[CH:38][CH:37]=3)[O:33][C:34]=2[CH3:35])=[CH:24][CH:23]=1)/[C:13]1[CH:18]=[CH:17][CH:16]=[CH:15][CH:14]=1)[C:5]([O:7]C)=[O:6].CO.Cl. The catalyst is O1CCCC1. The product is [CH3:3][C:4]([CH3:42])([CH2:9][CH2:10][CH2:11]/[C:12](=[N:19]\[O:20][CH2:21][C:22]1[CH:23]=[CH:24][C:25]([O:28][CH2:29][C:30]2[N:31]=[C:32]([C:36]3[CH:41]=[CH:40][CH:39]=[CH:38][CH:37]=3)[O:33][C:34]=2[CH3:35])=[CH:26][CH:27]=1)/[C:13]1[CH:14]=[CH:15][CH:16]=[CH:17][CH:18]=1)[C:5]([OH:7])=[O:6]. The yield is 0.830. (5) The reactants are [OH:1][C:2]1[CH:10]=[C:9]([OH:11])[C:8]([Br:12])=[CH:7][C:3]=1[C:4]([OH:6])=[O:5].C(=O)([O-])[O-].[K+].[K+].[CH2:19](Br)[C:20]1[CH:25]=[CH:24][CH:23]=[CH:22][CH:21]=1.[OH-].[K+].Cl. The catalyst is CN(C=O)C.O.CO. The product is [CH2:19]([O:1][C:2]1[CH:10]=[C:9]([O:11][CH2:4][C:3]2[CH:7]=[CH:8][CH:9]=[CH:10][CH:2]=2)[C:8]([Br:12])=[CH:7][C:3]=1[C:4]([OH:6])=[O:5])[C:20]1[CH:25]=[CH:24][CH:23]=[CH:22][CH:21]=1. The yield is 0.560. (6) No catalyst specified. The yield is 0.350. The product is [OH:2][C:3]1[C:8]2[NH:9][C:10]([C:12]3[S:13][CH:14]=[CH:15][CH:16]=3)=[N:11][C:7]=2[C:6]([C:17]([NH:19][CH:20]2[CH2:21][CH2:22][CH:23]([C:26]([OH:28])=[O:27])[CH2:24][CH2:25]2)=[O:18])=[CH:5][CH:4]=1. The reactants are C[O:2][C:3]1[C:8]2[NH:9][C:10]([C:12]3[S:13][CH:14]=[CH:15][CH:16]=3)=[N:11][C:7]=2[C:6]([C:17]([NH:19][CH:20]2[CH2:25][CH2:24][CH:23]([C:26]([OH:28])=[O:27])[CH2:22][CH2:21]2)=[O:18])=[CH:5][CH:4]=1.B(Br)(Br)Br.